From a dataset of Catalyst prediction with 721,799 reactions and 888 catalyst types from USPTO. Predict which catalyst facilitates the given reaction. (1) Reactant: [Cl:1][C:2]1[CH:3]=[C:4]([C:8]2[C:17]3[C:12](=[CH:13][C:14]([O:18][CH3:19])=[CH:15][CH:16]=3)[C:11](=[O:20])[NH:10][N:9]=2)[CH:5]=[CH:6][CH:7]=1.[H-].[Na+].Br[CH2:24][C:25]([C:27]1([C:30]2[CH:40]=[CH:39][C:33]3[O:34][C:35]([F:38])([F:37])[O:36][C:32]=3[CH:31]=2)[CH2:29][CH2:28]1)=[O:26]. Product: [Cl:1][C:2]1[CH:3]=[C:4]([C:8]2[C:17]3[C:12](=[CH:13][C:14]([O:18][CH3:19])=[CH:15][CH:16]=3)[C:11](=[O:20])[N:10]([CH2:24][C:25]([C:27]3([C:30]4[CH:40]=[CH:39][C:33]5[O:34][C:35]([F:37])([F:38])[O:36][C:32]=5[CH:31]=4)[CH2:28][CH2:29]3)=[O:26])[N:9]=2)[CH:5]=[CH:6][CH:7]=1. The catalyst class is: 18. (2) Reactant: [CH2:1]([O:8][C:9]1[C:14]([C:15]2[CH:23]=[C:22]([C:24]([CH3:27])([CH3:26])[CH3:25])[C:21]([O:28][CH3:29])=[CH:20][C:16]=2[C:17]([OH:19])=O)=[CH:13][CH:12]=[CH:11][N:10]=1)[C:2]1[CH:7]=[CH:6][CH:5]=[CH:4][CH:3]=1.C([N:32]1[CH2:37][CH2:36][CH2:35][CH2:34][CH2:33]1)#N.C1C=CC2N(O)N=[N:44][C:42]=2C=1.CCN=C=NCCCN(C)C.CCN(C(C)C)C(C)C. Product: [CH2:1]([O:8][C:9]1[C:14]([C:15]2[CH:23]=[C:22]([C:24]([CH3:27])([CH3:26])[CH3:25])[C:21]([O:28][CH3:29])=[CH:20][C:16]=2[C:17]([N:32]2[CH2:33][CH2:34][CH:35]([C:42]#[N:44])[CH2:36][CH2:37]2)=[O:19])=[CH:13][CH:12]=[CH:11][N:10]=1)[C:2]1[CH:3]=[CH:4][CH:5]=[CH:6][CH:7]=1. The catalyst class is: 3. (3) Reactant: [H-].[Na+].I[CH2:4][CH2:5][CH2:6][CH3:7].[CH3:8][C:9]1([CH3:31])[CH2:18][C:17]2[C:12](=[C:13]3[CH2:22][C:21]([CH3:24])([CH3:23])[O:20][C:14]3=[C:15]([OH:19])[CH:16]=2)[C:11]([C:25]2[CH:30]=[CH:29][CH:28]=[CH:27][CH:26]=2)=[N:10]1.O. Product: [CH2:4]([O:19][C:15]1[CH:16]=[C:17]2[C:12](=[C:13]3[CH2:22][C:21]([CH3:24])([CH3:23])[O:20][C:14]=13)[C:11]([C:25]1[CH:30]=[CH:29][CH:28]=[CH:27][CH:26]=1)=[N:10][C:9]([CH3:31])([CH3:8])[CH2:18]2)[CH2:5][CH2:6][CH3:7]. The catalyst class is: 9. (4) Reactant: C1(P(C2C=CC=CC=2)C2C=CC=CC=2)C=CC=CC=1.CCOC(/N=N/C(OCC)=O)=O.[F:32][CH:33]1[CH2:38][CH2:37][N:36]([C:39]([O:41][CH2:42][C:43]2[CH:48]=[CH:47][CH:46]=[CH:45][CH:44]=2)=[O:40])[CH2:35][CH:34]1O.[C:50]1(=[O:60])[NH:54][C:53](=[O:55])[C:52]2=[CH:56][CH:57]=[CH:58][CH:59]=[C:51]12. Product: [O:55]=[C:53]1[C:52]2[C:51](=[CH:59][CH:58]=[CH:57][CH:56]=2)[C:50](=[O:60])[N:54]1[CH:34]1[CH:33]([F:32])[CH2:38][CH2:37][N:36]([C:39]([O:41][CH2:42][C:43]2[CH:48]=[CH:47][CH:46]=[CH:45][CH:44]=2)=[O:40])[CH2:35]1. The catalyst class is: 11. (5) Reactant: [C:1]12([CH2:11][CH2:12][O:13][C:14]3[CH:15]=[C:16]([CH2:20][CH2:21][NH:22][CH2:23][C@@H:24]([C:33]4[CH:42]=[CH:41][C:40]([O:43][CH2:44][C:45]5[CH:50]=[CH:49][CH:48]=[CH:47][CH:46]=5)=[C:39]5[C:34]=4[CH:35]=[CH:36][C:37](=[O:51])[NH:38]5)[O:25][Si](C(C)(C)C)(C)C)[CH:17]=[CH:18][CH:19]=3)[CH2:10][CH:5]3[CH2:6][CH:7]([CH2:9][CH:3]([CH2:4]3)[CH2:2]1)[CH2:8]2.O.O.O.[F-].C([N+](CCCC)(CCCC)CCCC)CCC. Product: [C:1]12([CH2:11][CH2:12][O:13][C:14]3[CH:15]=[C:16]([CH2:20][CH2:21][NH:22][CH2:23][C@@H:24]([C:33]4[CH:42]=[CH:41][C:40]([O:43][CH2:44][C:45]5[CH:50]=[CH:49][CH:48]=[CH:47][CH:46]=5)=[C:39]5[C:34]=4[CH:35]=[CH:36][C:37](=[O:51])[NH:38]5)[OH:25])[CH:17]=[CH:18][CH:19]=3)[CH2:10][CH:5]3[CH2:6][CH:7]([CH2:9][CH:3]([CH2:4]3)[CH2:2]1)[CH2:8]2. The catalyst class is: 7. (6) Reactant: [CH2:1]([O:3]/[CH:4]=[CH:5]\B1OC(C)(C)C(C)(C)O1)[CH3:2].Br[C:16]1[C:20]2[C:21]3[N:22]([CH3:42])[C:23](=[O:41])[N:24]([C:29]4[C:34]([F:35])=[C:33]([O:36][CH3:37])[CH:32]=[C:31]([O:38][CH3:39])[C:30]=4[F:40])[CH2:25][C:26]=3[CH:27]=[N:28][C:19]=2[NH:18][N:17]=1.ClCCl.C(=O)([O-])[O-].[K+].[K+]. The catalyst class is: 117. Product: [F:35][C:34]1[C:33]([O:36][CH3:37])=[CH:32][C:31]([O:38][CH3:39])=[C:30]([F:40])[C:29]=1[N:24]1[CH2:25][C:26]2[CH:27]=[N:28][C:19]3[NH:18][N:17]=[C:16](/[CH:2]=[CH:1]\[O:3][CH2:4][CH3:5])[C:20]=3[C:21]=2[N:22]([CH3:42])[C:23]1=[O:41].